From a dataset of Reaction yield outcomes from USPTO patents with 853,638 reactions. Predict the reaction yield, written as a fraction of the theoretical maximum amount of product (1.0 means a 100% yield; for example, 0.34 means a 34% yield). The reactants are [BH4-].[Li+].C([O:5][C:6](=O)[C:7]([NH:31][C:32](=[O:34])[CH3:33])([CH:13]1[CH2:22][CH2:21][C:20]2[C:15](=[CH:16][CH:17]=[C:18]([CH2:23][CH2:24][CH2:25][CH2:26][CH2:27][CH2:28][CH2:29][CH3:30])[CH:19]=2)[CH2:14]1)[C:8](OCC)=[O:9])C. The catalyst is C1COCC1.C(OCC)(=O)C. The yield is 0.330. The product is [OH:9][CH2:8][C:7]([NH:31][C:32](=[O:34])[CH3:33])([CH2:6][OH:5])[CH:13]1[CH2:22][CH2:21][C:20]2[C:15](=[CH:16][CH:17]=[C:18]([CH2:23][CH2:24][CH2:25][CH2:26][CH2:27][CH2:28][CH2:29][CH3:30])[CH:19]=2)[CH2:14]1.